Dataset: Rat liver microsome stability data. Task: Regression/Classification. Given a drug SMILES string, predict its absorption, distribution, metabolism, or excretion properties. Task type varies by dataset: regression for continuous measurements (e.g., permeability, clearance, half-life) or binary classification for categorical outcomes (e.g., BBB penetration, CYP inhibition). Dataset: rlm. (1) The drug is CCOc1cc(NC(=O)C2(NC(=O)c3ccc4c(C5CCCC5)c(-c5ncc(Cl)cn5)n(C)c4c3)CCC2)ccc1C=CC(=O)OCCOc1ccccc1. The result is 0 (unstable in rat liver microsomes). (2) The molecule is Oc1ccccc1CN1CCNc2cc(Nc3ccccc3)ncc2C1. The result is 1 (stable in rat liver microsomes). (3) The molecule is CN1C(=O)c2ccccc2[S@+]([O-])c2ccc(C(=O)NCc3ccc(Cl)cc3)cc21. The result is 1 (stable in rat liver microsomes). (4) The compound is COc1ccccc1N1CCN(CCCCNC(=O)c2ccc(-c3ccsc3)cc2)CC1. The result is 1 (stable in rat liver microsomes).